This data is from Catalyst prediction with 721,799 reactions and 888 catalyst types from USPTO. The task is: Predict which catalyst facilitates the given reaction. (1) Reactant: [C:1]([C:4]1[CH:5]=[C:6]([C:30]#[N:31])[C:7]([N:17]2[CH2:22][CH2:21][CH:20]([C:23]([O:25]C(C)(C)C)=[O:24])[CH2:19][CH2:18]2)=[N:8][C:9]=1[CH2:10][N:11]1[CH2:15][CH2:14][CH2:13][C:12]1=[O:16])(=[O:3])[CH3:2].C(O)(C(F)(F)F)=O. Product: [C:1]([C:4]1[CH:5]=[C:6]([C:30]#[N:31])[C:7]([N:17]2[CH2:22][CH2:21][CH:20]([C:23]([OH:25])=[O:24])[CH2:19][CH2:18]2)=[N:8][C:9]=1[CH2:10][N:11]1[CH2:15][CH2:14][CH2:13][C:12]1=[O:16])(=[O:3])[CH3:2]. The catalyst class is: 2. (2) Reactant: [C:1](C1NC=CN=1)(C1NC=CN=1)=[O:2].[NH2:13][C:14]1[S:15][C:16]2[CH:22]=[CH:21][CH:20]=[CH:19][C:17]=2[N:18]=1.[CH:23]1([N:29]([CH3:48])[CH2:30][CH2:31][NH:32][CH2:33][CH2:34][CH:35]([C:42]2[CH:47]=[CH:46][CH:45]=[CH:44][CH:43]=2)[C:36]2[CH:41]=[CH:40][CH:39]=[CH:38][CH:37]=2)[CH2:28][CH2:27][CH2:26][CH2:25][CH2:24]1.C(=O)(O)[O-].[Na+]. Product: [S:15]1[C:16]2[CH:22]=[CH:21][CH:20]=[CH:19][C:17]=2[N:18]=[C:14]1[NH:13][C:1](=[O:2])[N:32]([CH2:31][CH2:30][N:29]([CH:23]1[CH2:28][CH2:27][CH2:26][CH2:25][CH2:24]1)[CH3:48])[CH2:33][CH2:34][CH:35]([C:36]1[CH:41]=[CH:40][CH:39]=[CH:38][CH:37]=1)[C:42]1[CH:43]=[CH:44][CH:45]=[CH:46][CH:47]=1. The catalyst class is: 2. (3) Reactant: [N+:1]([C:4]1[CH:9]=[CH:8][C:7]([N:10]2[CH2:15][CH2:14][CH:13]([C:16]3[O:20][C:19](=[O:21])[NH:18][N:17]=3)[CH2:12][CH2:11]2)=[CH:6][CH:5]=1)([O-])=O.O.O.Cl[Sn]Cl. Product: [NH2:1][C:4]1[CH:5]=[CH:6][C:7]([N:10]2[CH2:11][CH2:12][CH:13]([C:16]3[O:20][C:19](=[O:21])[NH:18][N:17]=3)[CH2:14][CH2:15]2)=[CH:8][CH:9]=1. The catalyst class is: 5. (4) Reactant: C([O:8][C:9]1[N:14]=[CH:13][C:12]([CH2:15][N:16]2[CH:20]=[C:19]([C:21]3[CH:22]=[C:23]([NH:28][C:29]4[N:34]=[C:33]([CH:35]([F:37])[F:36])[CH:32]=[CH:31][N:30]=4)[CH:24]=[C:25]([CH3:27])[CH:26]=3)[CH:18]=[N:17]2)=[CH:11][CH:10]=1)C1C=CC=CC=1. Product: [F:37][CH:35]([F:36])[C:33]1[CH:32]=[CH:31][N:30]=[C:29]([NH:28][C:23]2[CH:22]=[C:21]([C:19]3[CH:18]=[N:17][N:16]([CH2:15][C:12]4[CH:11]=[CH:10][C:9](=[O:8])[NH:14][CH:13]=4)[CH:20]=3)[CH:26]=[C:25]([CH3:27])[CH:24]=2)[N:34]=1. The catalyst class is: 105. (5) Reactant: [C:1]([O:5][C:6]([NH:8][C@@H:9]1[C:23](=[O:24])[N:22]2[CH2:25][C@H:26]([OH:28])[CH2:27][C@H:21]2[C:20](=[O:29])[NH:19][C@:18]2([C:31]([O:33][CH2:34][CH3:35])=[O:32])[CH2:30][C@H:17]2[CH2:16][C:15]([F:37])([F:36])[CH2:14][CH2:13][CH:12]=[CH:11][CH2:10]1)=[O:7])([CH3:4])([CH3:3])[CH3:2].[H][H]. Product: [C:1]([O:5][C:6]([NH:8][C@@H:9]1[C:23](=[O:24])[N:22]2[CH2:25][C@H:26]([OH:28])[CH2:27][C@H:21]2[C:20](=[O:29])[NH:19][C@:18]2([C:31]([O:33][CH2:34][CH3:35])=[O:32])[CH2:30][C@H:17]2[CH2:16][C:15]([F:36])([F:37])[CH2:14][CH2:13][CH2:12][CH2:11][CH2:10]1)=[O:7])([CH3:3])([CH3:2])[CH3:4]. The catalyst class is: 78. (6) The catalyst class is: 6. Reactant: Cl[C:2]1[CH:7]=[C:6]([Cl:8])[N:5]=[CH:4][N:3]=1.Cl.[CH3:10][O:11][C:12]1[CH:19]=[C:18]([O:20][CH3:21])[CH:17]=[C:16]([O:22][CH3:23])[C:13]=1[CH2:14][NH2:15].CCN(C(C)C)C(C)C.CCCCO. Product: [CH3:23][O:22][C:16]1[CH:17]=[C:18]([O:20][CH3:21])[CH:19]=[C:12]([O:11][CH3:10])[C:13]=1[CH2:14][NH:15][C:2]1[CH:7]=[C:6]([Cl:8])[N:5]=[CH:4][N:3]=1. (7) Reactant: [NH2:1][C:2]1[CH:3]=[C:4]([C:9]2[CH:10]=[CH:11][C:12]3[O:18][CH2:17][CH2:16][N:15]([C:19]([C:21]4[CH:26]=[CH:25][C:24]([S:27]([CH3:30])(=[O:29])=[O:28])=[C:23]([F:31])[C:22]=4[CH2:32][CH3:33])=[O:20])[CH2:14][C:13]=3[CH:34]=2)[CH:5]=[CH:6][C:7]=1[NH2:8].[C:35](O)(=O)[CH2:36][OH:37].[OH-].[Na+]. Product: [CH2:32]([C:22]1[C:23]([F:31])=[C:24]([S:27]([CH3:30])(=[O:28])=[O:29])[CH:25]=[CH:26][C:21]=1[C:19]([N:15]1[CH2:14][C:13]2[CH:34]=[C:9]([C:4]3[CH:5]=[CH:6][C:7]4[N:8]=[C:35]([CH2:36][OH:37])[NH:1][C:2]=4[CH:3]=3)[CH:10]=[CH:11][C:12]=2[O:18][CH2:17][CH2:16]1)=[O:20])[CH3:33]. The catalyst class is: 126.